From a dataset of Forward reaction prediction with 1.9M reactions from USPTO patents (1976-2016). Predict the product of the given reaction. (1) Given the reactants [C:1]([C:5]1[CH:10]=[CH:9][C:8]([S:11]([N:14]([CH2:25][C:26](O)=[O:27])[C:15]2[CH:16]=[C:17]3[C:22](=[CH:23][CH:24]=2)[N:21]=[CH:20][CH:19]=[CH:18]3)(=[O:13])=[O:12])=[CH:7][CH:6]=1)([CH3:4])([CH3:3])[CH3:2].[CH2:29]([NH:31][CH2:32][C:33]1[S:34][CH:35]=[CH:36][N:37]=1)[CH3:30], predict the reaction product. The product is: [C:1]([C:5]1[CH:10]=[CH:9][C:8]([S:11]([N:14]([C:15]2[CH:16]=[C:17]3[C:22](=[CH:23][CH:24]=2)[N:21]=[CH:20][CH:19]=[CH:18]3)[CH2:25][C:26]([N:31]([CH2:29][CH3:30])[CH2:32][C:33]2[S:34][CH:35]=[CH:36][N:37]=2)=[O:27])(=[O:12])=[O:13])=[CH:7][CH:6]=1)([CH3:3])([CH3:2])[CH3:4]. (2) Given the reactants [S:1]1[CH:5]=[CH:4][CH:3]=[C:2]1[C:6]1[NH:7][C:8](=[O:20])[C:9]2[C:13]=1[C:12](=O)[NH:11][C:10]=2[C:15]1[S:16][CH:17]=[CH:18][CH:19]=1.[C:21](=[O:24])([O-])[O-].[K+].[K+].Br[CH2:28][CH2:29][CH2:30][CH2:31][CH2:32][CH2:33][CH2:34][CH2:35][CH2:36][CH2:37][CH2:38][CH2:39][CH2:40][CH2:41][CH2:42][CH3:43], predict the reaction product. The product is: [CH2:12]([N:11]1[C:10]([C:15]2[S:16][CH:17]=[CH:18][CH:19]=2)=[C:9]2[C:13](=[C:6]([C:2]3[S:1][CH:5]=[CH:4][CH:3]=3)[N:7]([CH2:28][CH2:29][CH2:30][CH2:31][CH2:32][CH2:33][CH2:34][CH2:35][CH2:36][CH2:37][CH2:38][CH2:39][CH2:40][CH2:41][CH2:42][CH3:43])[C:8]2=[O:20])[C:21]1=[O:24])[CH2:42][CH2:41][CH2:40][CH2:39][CH2:38][CH2:37][CH2:36][CH2:35][CH2:34][CH2:33][CH2:32][CH2:31][CH2:30][CH2:29][CH3:28].